From a dataset of Cav3 T-type calcium channel HTS with 100,875 compounds. Binary Classification. Given a drug SMILES string, predict its activity (active/inactive) in a high-throughput screening assay against a specified biological target. (1) The drug is s1c(CN(C(C(=O)NC(C)(C)C)c2ccncc2)C(=O)Cn2nc(nn2)c2sccc2)ccc1. The result is 0 (inactive). (2) The compound is O=C(C(=N\O)/C[N+]1(CCCCC1)C)C. The result is 0 (inactive). (3) The drug is S(CC(=O)Nc1ccccc1)CC#N. The result is 0 (inactive). (4) The molecule is O(c1ccc(CC(=O)Nc2cc(/C(=N\NC(=O)c3cc([N+]([O-])=O)ccc3)C)ccc2)cc1)C. The result is 0 (inactive).